This data is from Reaction yield outcomes from USPTO patents with 853,638 reactions. The task is: Predict the reaction yield, written as a fraction of the theoretical maximum amount of product (1.0 means a 100% yield; for example, 0.34 means a 34% yield). (1) The reactants are C(O)(C(F)(F)F)=O.[F:8][C:9]1[CH:38]=[C:37]([NH:39][S:40]([C:43]2[CH:48]=[CH:47][C:46]([N:49]3[CH:53]=[CH:52][CH:51]=[CH:50]3)=[CH:45][CH:44]=2)(=[O:42])=[O:41])[CH:36]=[C:35]([F:54])[C:10]=1[C:11]([NH:13][C@H:14]([C:31]([O:33]C)=[O:32])[CH2:15][C:16]1[CH:21]=[CH:20][C:19]([N:22]2[C:27](=[O:28])[CH:26]=[CH:25][N:24]([CH3:29])[C:23]2=[O:30])=[CH:18][CH:17]=1)=[O:12].Cl.O1CCOCC1. The catalyst is O. The product is [F:8][C:9]1[CH:38]=[C:37]([NH:39][S:40]([C:43]2[CH:48]=[CH:47][C:46]([N:49]3[CH:53]=[CH:52][CH:51]=[CH:50]3)=[CH:45][CH:44]=2)(=[O:41])=[O:42])[CH:36]=[C:35]([F:54])[C:10]=1[C:11]([NH:13][C@H:14]([C:31]([OH:33])=[O:32])[CH2:15][C:16]1[CH:21]=[CH:20][C:19]([N:22]2[C:27](=[O:28])[CH:26]=[CH:25][N:24]([CH3:29])[C:23]2=[O:30])=[CH:18][CH:17]=1)=[O:12]. The yield is 0.310. (2) The reactants are C([O:8][C:9](=[O:22])[CH2:10][N:11]1[C:15]2[C:16]([CH3:20])=[CH:17][CH:18]=[CH:19][C:14]=2[O:13][C:12]1=[O:21])C1C=CC=CC=1. The catalyst is CO.[Pd]. The product is [CH3:20][C:16]1[C:15]2[N:11]([CH2:10][C:9]([OH:22])=[O:8])[C:12](=[O:21])[O:13][C:14]=2[CH:19]=[CH:18][CH:17]=1. The yield is 1.00. (3) The reactants are [CH:1]1([CH:7]([NH:22][C:23]2[CH:31]=[CH:30][C:26](C(O)=O)=[CH:25][CH:24]=2)[C:8]2[CH:12]=[C:11]([C:13]3[CH:18]=[CH:17][CH:16]=[C:15]([O:19][CH3:20])[N:14]=3)[O:10][C:9]=2[CH3:21])[CH2:6][CH2:5][CH2:4][CH2:3][CH2:2]1.[CH3:32][NH:33][CH2:34][CH2:35][C:36]([O:38]CC)=[O:37].Cl.C(N=C=NCCCN(C)C)C.O.[OH:54][C:55]1C2N=NNC=2C=CC=1. The catalyst is CN(C)C=O.C(OCC)(=O)C.C(N(CC)CC)C. The product is [CH:1]1([CH:7]([NH:22][C:23]2[CH:24]=[CH:25][C:26]([C:55]([N:33]([CH3:32])[CH2:34][CH2:35][C:36]([OH:38])=[O:37])=[O:54])=[CH:30][CH:31]=2)[C:8]2[CH:12]=[C:11]([C:13]3[CH:18]=[CH:17][CH:16]=[C:15]([O:19][CH3:20])[N:14]=3)[O:10][C:9]=2[CH3:21])[CH2:2][CH2:3][CH2:4][CH2:5][CH2:6]1. The yield is 0.850. (4) The reactants are Cl[C:2]1[N:10]=[C:9]2[C:5]([N:6]=[C:7]([CH2:12][CH2:13][N:14]3[CH2:23][CH2:22][C:17]4([CH2:20][CH:19]([OH:21])[CH2:18]4)[CH2:16][CH2:15]3)[N:8]2[CH3:11])=[C:4]([N:24]2[CH2:29][CH2:28][O:27][CH2:26][CH2:25]2)[N:3]=1.[CH2:30]([C:32]1[NH:33][C:34]2[CH:40]=[CH:39][CH:38]=[CH:37][C:35]=2[N:36]=1)[CH3:31].CC(C1C=C(C(C)C)C(C2C=CC=CC=2P(C2CCCCC2)C2CCCCC2)=C(C(C)C)C=1)C.C([O-])([O-])=O.[Cs+].[Cs+]. The catalyst is O1CCOCC1.C1C=CC(/C=C/C(/C=C/C2C=CC=CC=2)=O)=CC=1.C1C=CC(/C=C/C(/C=C/C2C=CC=CC=2)=O)=CC=1.C1C=CC(/C=C/C(/C=C/C2C=CC=CC=2)=O)=CC=1.[Pd].[Pd]. The product is [CH2:30]([C:32]1[N:33]([C:2]2[N:10]=[C:9]3[C:5]([N:6]=[C:7]([CH2:12][CH2:13][N:14]4[CH2:15][CH2:16][C:17]5([CH2:20][CH:19]([OH:21])[CH2:18]5)[CH2:22][CH2:23]4)[N:8]3[CH3:11])=[C:4]([N:24]3[CH2:29][CH2:28][O:27][CH2:26][CH2:25]3)[N:3]=2)[C:34]2[CH:40]=[CH:39][CH:38]=[CH:37][C:35]=2[N:36]=1)[CH3:31]. The yield is 0.440. (5) The reactants are [CH3:1][O:2][C:3](=[O:13])[CH2:4][CH2:5][C:6]1[CH:11]=[CH:10][C:9]([OH:12])=C[CH:7]=1.S(Cl)([Cl:17])(=O)=O.Cl[CH2:20][Cl:21]. The catalyst is C(OCC)C. The product is [OH:12][C:9]1[C:10]([Cl:17])=[CH:11][C:6]([CH2:5][CH2:4][C:3]([O:2][CH3:1])=[O:13])=[CH:7][C:20]=1[Cl:21]. The yield is 0.340. (6) The reactants are [Br:1][C:2]1[CH:3]=[C:4]2[C:9](=[CH:10][CH:11]=1)[N:8]=[CH:7][C:6]([C:12]([CH:14]1[CH2:16][CH2:15]1)=[O:13])=[C:5]2Cl.[CH3:18][NH:19][C@H:20]1[CH2:25][CH2:24][C@H:23]([N:26]2[CH:30]=[C:29]([NH2:31])[CH:28]=[N:27]2)[CH2:22][CH2:21]1. No catalyst specified. The product is [Br:1][C:2]1[CH:3]=[C:4]2[C:9](=[CH:10][CH:11]=1)[N:8]=[CH:7][C:6]([C:12]([CH:14]1[CH2:16][CH2:15]1)=[O:13])=[C:5]2[NH:31][C:29]1[CH:28]=[N:27][N:26]([C@H:23]2[CH2:22][CH2:21][C@H:20]([NH:19][CH3:18])[CH2:25][CH2:24]2)[CH:30]=1. The yield is 0.140.